From a dataset of Reaction yield outcomes from USPTO patents with 853,638 reactions. Predict the reaction yield, written as a fraction of the theoretical maximum amount of product (1.0 means a 100% yield; for example, 0.34 means a 34% yield). (1) The reactants are [OH:1][CH:2]([C:6]1[C:11]2[S:12][CH:13]=[CH:14][C:10]=2[C:9]([OH:15])=[CH:8][CH:7]=1)C([O-])=O.C([NH+](CCCC)CCCC)CCC.C(O)C.S(=O)(=O)(O)O.C(OC(C)C)(=O)C. The catalyst is S([O-])([O-])(=O)=O.[Fe+3].S([O-])([O-])(=O)=O.S([O-])([O-])(=O)=O.[Fe+3].O. The product is [OH:15][C:9]1[C:10]2[CH:14]=[CH:13][S:12][C:11]=2[C:6]([CH:2]=[O:1])=[CH:7][CH:8]=1. The yield is 0.940. (2) The yield is 0.960. The catalyst is ClCCl.O. The reactants are [Br:1][C:2]1[CH:11]=[C:10]2[C:5]([N:6]=[CH:7][C:8]([N:12]3[CH2:17][CH2:16][NH:15][CH2:14][C:13]3=[O:18])=[N:9]2)=[CH:4][CH:3]=1.C(N(CC)CC)C.S(Cl)(Cl)(=O)=O.[CH3:31][S:32](Cl)(=[O:34])=[O:33]. The product is [Br:1][C:2]1[CH:11]=[C:10]2[C:5]([N:6]=[CH:7][C:8]([N:12]3[CH2:17][CH2:16][N:15]([S:32]([CH3:31])(=[O:34])=[O:33])[CH2:14][C:13]3=[O:18])=[N:9]2)=[CH:4][CH:3]=1.